From a dataset of Forward reaction prediction with 1.9M reactions from USPTO patents (1976-2016). Predict the product of the given reaction. (1) Given the reactants [O:1]1[C:5]2([CH2:10][CH2:9][CH:8]([C:11](OCC)=[O:12])[CH2:7][CH2:6]2)[O:4][CH2:3][CH2:2]1.[BH4-].[Li+], predict the reaction product. The product is: [O:1]1[C:5]2([CH2:10][CH2:9][CH:8]([CH2:11][OH:12])[CH2:7][CH2:6]2)[O:4][CH2:3][CH2:2]1. (2) Given the reactants [C:1]([C:3]1[CH:8]=[CH:7][C:6]([Br:9])=[CH:5][N:4]=1)#[N:2].[N-:10]=[N+:11]=[N-:12].[Na+].[Cl-].[NH4+].O, predict the reaction product. The product is: [NH:10]1[C:1]([C:3]2[CH:8]=[CH:7][C:6]([Br:9])=[CH:5][N:4]=2)=[N:2][N:12]=[N:11]1. (3) Given the reactants [CH3:1][O:2][C:3]1[CH:4]=[C:5]([C:9]2[C:17]3[C:12](=[N:13][CH:14]=[N:15][C:16]=3[NH2:18])[NH:11][N:10]=2)[CH:6]=[CH:7][CH:8]=1.CC(C)([O-])C.[K+].Br[CH2:26][C:27]1[N:28]([C:39]2[CH:44]=[CH:43][CH:42]=[CH:41][C:40]=2[CH3:45])[C:29](=[O:38])[C:30]2[C:35]([CH:36]=1)=[CH:34][CH:33]=[CH:32][C:31]=2[CH3:37], predict the reaction product. The product is: [NH2:18][C:16]1[N:15]=[CH:14][N:13]=[C:12]2[N:11]([CH2:26][C:27]3[N:28]([C:39]4[CH:44]=[CH:43][CH:42]=[CH:41][C:40]=4[CH3:45])[C:29](=[O:38])[C:30]4[C:35]([CH:36]=3)=[CH:34][CH:33]=[CH:32][C:31]=4[CH3:37])[N:10]=[C:9]([C:5]3[CH:6]=[CH:7][CH:8]=[C:3]([O:2][CH3:1])[CH:4]=3)[C:17]=12. (4) Given the reactants [CH3:1][CH2:2][O-:3].[Na+].[Br:5][C:6]1[CH:7]=[C:8]([CH:12]2[CH2:19][CH:18]3[N:20]([S:21]([C:24]4[CH:29]=[CH:28][C:27]([C:30]([F:33])([F:32])[F:31])=[CH:26][CH:25]=4)(=[O:23])=[O:22])[CH:14](C[C:16](=[O:34])[CH2:17]3)[CH2:13]2)[CH:9]=[CH:10][CH:11]=1.C(OCC)=O, predict the reaction product. The product is: [Br:5][C:6]1[CH:7]=[C:8]([CH:12]2[CH2:13][CH:14]3[N:20]([S:21]([C:24]4[CH:25]=[CH:26][C:27]([C:30]([F:32])([F:33])[F:31])=[CH:28][CH:29]=4)(=[O:23])=[O:22])[CH:18]([CH2:17][C:16](=[O:34])[C:1]3=[CH:2][OH:3])[CH2:19]2)[CH:9]=[CH:10][CH:11]=1.